The task is: Predict the product of the given reaction.. This data is from Forward reaction prediction with 1.9M reactions from USPTO patents (1976-2016). Given the reactants [Br:1][C:2]1[CH:7]=[CH:6][C:5]([F:8])=[CH:4][N+:3]=1[O-:9].[N+:10]([O-])([OH:12])=[O:11].[NH4+].[OH-], predict the reaction product. The product is: [Br:1][C:2]1[CH:7]=[C:6]([N+:10]([O-:12])=[O:11])[C:5]([F:8])=[CH:4][N+:3]=1[O-:9].